From a dataset of Merck oncology drug combination screen with 23,052 pairs across 39 cell lines. Regression. Given two drug SMILES strings and cell line genomic features, predict the synergy score measuring deviation from expected non-interaction effect. (1) Drug 1: COC1=C2CC(C)CC(OC)C(O)C(C)C=C(C)C(OC(N)=O)C(OC)C=CC=C(C)C(=O)NC(=CC1=O)C2=O. Drug 2: Cn1cc(-c2cnn3c(N)c(Br)c(C4CCCNC4)nc23)cn1. Cell line: CAOV3. Synergy scores: synergy=24.9. (2) Drug 1: O=C(CCCCCCC(=O)Nc1ccccc1)NO. Drug 2: CCC1(O)C(=O)OCc2c1cc1n(c2=O)Cc2cc3c(CN(C)C)c(O)ccc3nc2-1. Cell line: T47D. Synergy scores: synergy=19.0.